Dataset: Catalyst prediction with 721,799 reactions and 888 catalyst types from USPTO. Task: Predict which catalyst facilitates the given reaction. (1) Reactant: [CH3:1][O:2][C:3]([C@H:5]([NH:17]C(=O)OCC1C=CC=CC=1)[CH2:6][C:7]1[CH:8]=[CH:9][C:10]2[NH:14][C:13](=[O:15])[NH:12][C:11]=2[CH:16]=1)=[O:4].[H][H]. Product: [NH2:17][C@H:5]([CH2:6][C:7]1[CH:8]=[CH:9][C:10]2[NH:14][C:13](=[O:15])[NH:12][C:11]=2[CH:16]=1)[C:3]([O:2][CH3:1])=[O:4]. The catalyst class is: 43. (2) The catalyst class is: 3. Reactant: Cl[C:2]1[CH:3]=[CH:4][C:5]([N+:9]([O-:11])=[O:10])=[C:6](F)[CH:7]=1.[C:12]([O:21][CH3:22])(=[O:20])[C:13]1[C:14](=[CH:16][CH:17]=[CH:18][CH:19]=1)[SH:15].C([O-])([O-])=O.[Cs+].[Cs+].C(Cl)[Cl:30]. Product: [CH3:22][O:21][C:12](=[O:20])[C:13]1[CH:19]=[CH:18][CH:17]=[CH:16][C:14]=1[S:15][C:6]1[CH:7]=[CH:2][C:3]([Cl:30])=[CH:4][C:5]=1[N+:9]([O-:11])=[O:10]. (3) Reactant: C[O:2][C:3]([C:5]1[N:6](S(C2C(C)=CC(C)=CC=2C)(=O)=O)[CH:7]=[C:8]([C:10]2[C:15]([Cl:16])=[CH:14][N:13]=[C:12]([NH:17][CH:18]([CH3:20])[CH3:19])[CH:11]=2)[CH:9]=1)=[O:4].[OH-].[Li+].Cl. Product: [Cl:16][C:15]1[C:10]([C:8]2[CH:9]=[C:5]([C:3]([OH:4])=[O:2])[NH:6][CH:7]=2)=[CH:11][C:12]([NH:17][CH:18]([CH3:20])[CH3:19])=[N:13][CH:14]=1. The catalyst class is: 20. (4) Reactant: [CH2:1]([C:3]1[CH:8]=[CH:7][CH:6]=[C:5]([CH2:9][CH3:10])[C:4]=1[N-:11][CH:12]=[C:13]([CH3:15])[CH3:14])[CH3:2].[Li+].O1[C:19](C)([CH3:20])[CH2:18]1.[F:22][C:23]([F:36])([F:35])[S:24]([O:27]S(C(F)(F)F)(=O)=O)(=[O:26])=[O:25]. Product: [O-:27][S:24]([C:23]([F:36])([F:35])[F:22])(=[O:26])=[O:25].[CH2:1]([C:3]1[CH:8]=[CH:7][CH:6]=[C:5]([CH2:9][CH3:10])[C:4]=1[N+:11]1[C:19]([CH3:20])([CH3:18])[CH2:14][C:13]([CH3:23])([CH3:15])[CH:12]=1)[CH3:2]. The catalyst class is: 28.